This data is from Catalyst prediction with 721,799 reactions and 888 catalyst types from USPTO. The task is: Predict which catalyst facilitates the given reaction. (1) Reactant: [CH3:1][C:2]([CH3:10])([C:4](=[O:9])[CH2:5][C:6](=O)[CH3:7])[CH3:3].S([O-])([O-])(=O)=O.[Na+].[Na+].[CH:18]([NH2:21])([CH3:20])[CH3:19]. Product: [CH3:1][C:2]([CH3:10])([C:4](=[O:9])[CH2:5][CH:6]([NH:21][CH:18]([CH3:20])[CH3:19])[CH3:7])[CH3:3]. The catalyst class is: 11. (2) Product: [CH:39]1([N:32]([C:33]2[CH:34]=[CH:35][CH:36]=[CH:37][CH:38]=2)[C:30]([C:23]2[C:24]3[C:29](=[CH:28][CH:27]=[CH:26][CH:25]=3)[N:21]([C:16]3[CH:17]=[C:18]([O:19][CH3:20])[C:13]([OH:12])=[CH:14][C:15]=3[C:45]([N:47]3[C@H:56]([CH2:57][N:58]4[CH2:63][CH2:62][N:61]([CH3:64])[CH2:60][CH2:59]4)[CH2:55][C:54]4[C:49](=[CH:50][CH:51]=[CH:52][CH:53]=4)[CH2:48]3)=[O:46])[CH:22]=2)=[O:31])[CH2:44][CH2:43][CH2:42][CH2:41][CH2:40]1. The catalyst class is: 43. Reactant: C([O-])=O.[NH4+].C([O:12][C:13]1[C:18]([O:19][CH3:20])=[CH:17][C:16]([N:21]2[C:29]3[C:24](=[CH:25][CH:26]=[CH:27][CH:28]=3)[C:23]([C:30]([N:32]([CH:39]3[CH2:44][CH2:43][CH2:42][CH2:41][CH2:40]3)[C:33]3[CH:38]=[CH:37][CH:36]=[CH:35][CH:34]=3)=[O:31])=[CH:22]2)=[C:15]([C:45]([N:47]2[C@H:56]([CH2:57][N:58]3[CH2:63][CH2:62][N:61]([CH3:64])[CH2:60][CH2:59]3)[CH2:55][C:54]3[C:49](=[CH:50][CH:51]=[CH:52][CH:53]=3)[CH2:48]2)=[O:46])[CH:14]=1)C1C=CC=CC=1. (3) Reactant: [Sn](Cl)Cl.[N:4]12[CH2:11][CH2:10][CH:7]([CH2:8][CH2:9]1)[C@H:6]([NH:12][C:13]([C:15]1[O:16][C:17]3[CH:23]=[CH:22][C:21]([N+:24]([O-])=O)=[CH:20][C:18]=3[CH:19]=1)=[O:14])[CH2:5]2. Product: [N:4]12[CH2:9][CH2:8][CH:7]([CH2:10][CH2:11]1)[C@H:6]([NH:12][C:13]([C:15]1[O:16][C:17]3[CH:23]=[CH:22][C:21]([NH2:24])=[CH:20][C:18]=3[CH:19]=1)=[O:14])[CH2:5]2. The catalyst class is: 121. (4) Reactant: Br[C:2]1[CH:3]=[N:4][C:5]([O:8][C:9]2[CH:14]=[CH:13][C:12]([O:15][CH3:16])=[CH:11][CH:10]=2)=[N:6][CH:7]=1.C1(C)C=CC=CC=1.[C:24]1([C:39]2[CH:44]=CC=CC=2)[CH:29]=[CH:28][CH:27]=[CH:26][C:25]=1P(C(C)(C)C)C(C)(C)C.C([O-])([O-])=[O:46].[Cs+].[Cs+]. Product: [CH3:16][O:15][C:12]1[CH:13]=[CH:14][C:9]([O:8][C:5]2[N:4]=[CH:3][C:2]([C:27]3[CH:28]=[CH:29][C:24]([C:39](=[O:46])[CH3:44])=[CH:25][CH:26]=3)=[CH:7][N:6]=2)=[CH:10][CH:11]=1. The catalyst class is: 318. (5) Reactant: [CH:1]([C:4]1[CH:5]=[C:6]([OH:12])[CH:7]=[CH:8][C:9]=1[O:10][CH3:11])([CH3:3])[CH3:2].[OH-].[Na+].[Br:15][C:16]1[CH:21]=[C:20]([N+:22]([O-:24])=[O:23])[CH:19]=[C:18]([Br:25])[C:17]=1I.O. The catalyst class is: 389. Product: [Br:15][C:16]1[CH:21]=[C:20]([N+:22]([O-:24])=[O:23])[CH:19]=[C:18]([Br:25])[C:17]=1[O:12][C:6]1[CH:7]=[CH:8][C:9]([O:10][CH3:11])=[C:4]([CH:1]([CH3:3])[CH3:2])[CH:5]=1. (6) The catalyst class is: 238. Product: [C:30]([C:28]1[CH:29]=[CH:24][C:25]([CH2:32][N:7]2[CH2:6][CH2:5][N:4]([C:8]([O:10][CH2:11][C:12]3[CH:17]=[CH:16][CH:15]=[CH:14][CH:13]=3)=[O:9])[CH2:3][C:2]2=[O:1])=[CH:26][CH:27]=1)#[N:31]. Reactant: [O:1]=[C:2]1[NH:7][CH2:6][CH2:5][N:4]([C:8]([O:10][CH2:11][C:12]2[CH:17]=[CH:16][CH:15]=[CH:14][CH:13]=2)=[O:9])[CH2:3]1.CN(C=O)C.Br[C:24]1[CH:29]=[C:28]([C:30]#[N:31])[CH:27]=[CH:26][C:25]=1[CH3:32].C([O-])([O-])=O.[Cs+].[Cs+]. (7) Reactant: [CH3:1][O:2][C:3](=[O:15])[C:4]1[CH:9]=[C:8]([S:10](Cl)(=[O:12])=[O:11])[CH:7]=[C:6]([Cl:14])[CH:5]=1.[CH3:16][NH:17][CH3:18].CCN(CC)CC. Product: [CH3:1][O:2][C:3](=[O:15])[C:4]1[CH:9]=[C:8]([S:10](=[O:12])(=[O:11])[N:17]([CH3:18])[CH3:16])[CH:7]=[C:6]([Cl:14])[CH:5]=1. The catalyst class is: 1.